Dataset: Full USPTO retrosynthesis dataset with 1.9M reactions from patents (1976-2016). Task: Predict the reactants needed to synthesize the given product. (1) Given the product [CH3:1][O:2][C:3](=[O:58])[NH:4][C@@H:5]1[CH:13]2[C:14](=[O:56])[CH2:15][C@H:16]([C:18]3[NH:19][C:20]([C:23]4[CH:24]=[CH:25][C:26]([C:29]5[CH:34]=[CH:33][C:32]([C:35]6[NH:36][C:37]([C@@H:40]7[CH2:44][CH2:43][CH2:42][N:41]7[C:45](=[O:55])[C@@H:46]([NH:50][C:51]([O:53][CH3:54])=[O:52])[CH:47]([CH3:49])[CH3:48])=[N:38][CH:39]=6)=[CH:31][CH:30]=5)=[CH:27][CH:28]=4)=[CH:21][N:22]=3)[CH2:17][N:11]3[C:12]2=[C:8]([CH:9]=[CH:10]3)[CH:7]([OH:57])[CH2:6]1, predict the reactants needed to synthesize it. The reactants are: [CH3:1][O:2][C:3](=[O:58])[NH:4][C@@H:5]1[CH:13]2[C:14](=[O:56])[CH2:15][C@H:16]([C:18]3[NH:19][C:20]([C:23]4[CH:28]=[CH:27][C:26]([C:29]5[CH:34]=[CH:33][C:32]([C:35]6[NH:36][C:37]([C@@H:40]7[CH2:44][CH2:43][CH2:42][N:41]7[C:45](=[O:55])[C@@H:46]([NH:50][C:51]([O:53][CH3:54])=[O:52])[CH:47]([CH3:49])[CH3:48])=[N:38][CH:39]=6)=[CH:31][CH:30]=5)=[CH:25][CH:24]=4)=[CH:21][N:22]=3)[CH2:17][N:11]3[C:12]2=[C:8]([CH:9]=[CH:10]3)[C:7](=[O:57])[CH2:6]1.[BH4-].[Na+]. (2) Given the product [CH2:1]([O:8][C:9]1[CH:26]=[CH:25][C:24]2[C@@H:23]3[C@H:14]([C@H:15]4[C@@:19]([CH2:21][CH2:22]3)([CH3:20])[C@@H:18]([OH:27])[CH2:17][CH2:16]4)[CH2:13][CH2:12][C:11]=2[CH:10]=1)[C:2]1[CH:3]=[CH:4][CH:5]=[CH:6][CH:7]=1, predict the reactants needed to synthesize it. The reactants are: [CH2:1]([O:8][C:9]1[CH:26]=[CH:25][C:24]2[C@@H:23]3[C@H:14]([C@H:15]4[C@@:19]([CH2:21][CH2:22]3)([CH3:20])[C:18](=[O:27])[CH2:17][CH2:16]4)[CH2:13][CH2:12][C:11]=2[CH:10]=1)[C:2]1[CH:7]=[CH:6][CH:5]=[CH:4][CH:3]=1.CO.[BH4-].[Na+]. (3) Given the product [C:1]1([C:24]2[CH:25]=[CH:26][CH:27]=[CH:28][CH:29]=2)[CH:6]=[CH:5][C:4]([C@@:7]([C:17]([O:19][CH3:20])=[O:18])([CH3:16])[NH2:8])=[CH:3][CH:2]=1, predict the reactants needed to synthesize it. The reactants are: [C:1]1([C:24]2[CH:29]=[CH:28][CH:27]=[CH:26][CH:25]=2)[CH:6]=[CH:5][C:4]([C@@:7]([C:17]([O:19][C:20](C)(C)C)=[O:18])([CH3:16])[NH:8]C(OC(C)(C)C)=O)=[CH:3][CH:2]=1. (4) The reactants are: [Br:1][C:2]1[CH:7]=[CH:6][C:5]([S:8](Cl)(=[O:10])=[O:9])=[CH:4][CH:3]=1.[C:12]([O:16][C:17](=[O:23])[N:18]([CH2:20][CH2:21][NH2:22])[CH3:19])([CH3:15])([CH3:14])[CH3:13].CCN(CC)CC. Given the product [Br:1][C:2]1[CH:7]=[CH:6][C:5]([S:8]([NH:22][CH2:21][CH2:20][N:18]([CH3:19])[C:17](=[O:23])[O:16][C:12]([CH3:13])([CH3:14])[CH3:15])(=[O:10])=[O:9])=[CH:4][CH:3]=1, predict the reactants needed to synthesize it. (5) Given the product [I:1][C:2]1[CH:7]=[CH:6][C:5]([N:8]2[CH:12]=[N:11][C:10]([C:13]([OH:15])=[O:14])=[N:9]2)=[CH:4][CH:3]=1, predict the reactants needed to synthesize it. The reactants are: [I:1][C:2]1[CH:7]=[CH:6][C:5]([N:8]2[CH:12]=[N:11][C:10]([C:13]([O:15]C)=[O:14])=[N:9]2)=[CH:4][CH:3]=1.[OH-].[Na+].Cl.